This data is from Forward reaction prediction with 1.9M reactions from USPTO patents (1976-2016). The task is: Predict the product of the given reaction. The product is: [NH2:41][C:42]1([C:46]2[CH:51]=[CH:50][C:49]([C:52]3[C:53]([C:67]4[CH:68]=[CH:69][CH:70]=[CH:71][CH:72]=4)=[CH:54][C:55]4[N:60]5[C:61](=[O:65])[N:62]([CH3:64])[N:63]=[C:59]5[CH2:58][O:57][C:56]=4[N:66]=3)=[CH:48][CH:47]=2)[CH2:43][CH2:44][CH2:45]1. Given the reactants N1C=CN=C1CN1C(=O)COC2N=C(C3C=CC(C4(N)CCC4)=CC=3)C(C3C=CC=CC=3)=CC1=2.C(OC(=O)[NH:41][C:42]1([C:46]2[CH:51]=[CH:50][C:49]([C:52]3[C:53]([C:67]4[CH:72]=[CH:71][CH:70]=[CH:69][CH:68]=4)=[CH:54][C:55]4[N:60]5[C:61](=[O:65])[N:62]([CH3:64])[N:63]=[C:59]5[CH2:58][O:57][C:56]=4[N:66]=3)=[CH:48][CH:47]=2)[CH2:45][CH2:44][CH2:43]1)(C)(C)C, predict the reaction product.